From a dataset of Full USPTO retrosynthesis dataset with 1.9M reactions from patents (1976-2016). Predict the reactants needed to synthesize the given product. (1) Given the product [CH:11]([S:8]([C:4]1[CH:3]=[C:2]([CH:7]=[CH:6][CH:5]=1)[O:27][C:24]1[CH:23]=[CH:22][C:21]([N:20]2[C:19]3[CH:28]=[CH:29][CH:30]=[C:31]([C:32]([F:33])([F:34])[F:35])[C:18]=3[N:17]=[C:16]2[C:15]([F:37])([F:36])[F:14])=[CH:26][CH:25]=1)(=[O:10])=[O:9])([CH3:13])[CH3:12], predict the reactants needed to synthesize it. The reactants are: Br[C:2]1[CH:7]=[CH:6][CH:5]=[C:4]([S:8]([CH:11]([CH3:13])[CH3:12])(=[O:10])=[O:9])[CH:3]=1.[F:14][C:15]([F:37])([F:36])[C:16]1[N:20]([C:21]2[CH:26]=[CH:25][C:24]([OH:27])=[CH:23][CH:22]=2)[C:19]2[CH:28]=[CH:29][CH:30]=[C:31]([C:32]([F:35])([F:34])[F:33])[C:18]=2[N:17]=1. (2) The reactants are: N[O:2][C:3]1[CH:8]=[CH:7][CH:6]=[CH:5][CH:4]=1.[Cl:9][CH2:10][S:11](Cl)(=[O:13])=[O:12].[N:15]1C=CC=CC=1.Cl. Given the product [Cl:9][CH2:10][S:11]([NH:15][C:4]1[CH:5]=[CH:6][CH:7]=[CH:8][C:3]=1[OH:2])(=[O:13])=[O:12], predict the reactants needed to synthesize it. (3) Given the product [Cl:1][C:2]1[CH:3]=[C:4]([CH:7]=[CH:8][C:9]=1[O:10][C:11]([F:12])([F:13])[F:14])/[C:5](=[N:16]/[OH:17])/[NH2:6], predict the reactants needed to synthesize it. The reactants are: [Cl:1][C:2]1[CH:3]=[C:4]([CH:7]=[CH:8][C:9]=1[O:10][C:11]([F:14])([F:13])[F:12])[C:5]#[N:6].Cl.[NH2:16][OH:17].C(N(C(C)C)C(C)C)C. (4) Given the product [C:6]([O:10][C:11]([N:13]1[CH2:18][CH:17]=[C:16]([C:19]2[NH:28][C:22]3[N:23]=[CH:24][N:25]=[C:26]([NH:35][C:36]4[CH:41]=[N:40][C:39]([C:42](=[O:43])[NH2:44])=[CH:38][CH:37]=4)[C:21]=3[CH:20]=2)[CH2:15][CH2:14]1)=[O:12])([CH3:9])([CH3:8])[CH3:7], predict the reactants needed to synthesize it. The reactants are: CN(C=O)C.[C:6]([O:10][C:11]([N:13]1[CH2:18][CH:17]=[C:16]([C:19]2[NH:28][C:22]3[N:23]=[CH:24][N:25]=[C:26](Cl)[C:21]=3[CH:20]=2)[CH2:15][CH2:14]1)=[O:12])([CH3:9])([CH3:8])[CH3:7].CC([O-])(C)C.[K+].[NH2:35][C:36]1[CH:37]=[CH:38][C:39]([C:42]([NH2:44])=[O:43])=[N:40][CH:41]=1. (5) Given the product [OH:1][C@@H:2]([C:4]1[N:5]=[C:6]([C:9]2[CH:14]=[CH:13][CH:12]=[CH:11][C:10]=2[NH2:15])[S:7][CH:8]=1)[CH3:3], predict the reactants needed to synthesize it. The reactants are: [OH:1][C@@H:2]([C:4]1[N:5]=[C:6]([C:9]2[CH:14]=[CH:13][CH:12]=[CH:11][C:10]=2[N+:15]([O-])=O)[S:7][CH:8]=1)[CH3:3].[H][H].